Dataset: Full USPTO retrosynthesis dataset with 1.9M reactions from patents (1976-2016). Task: Predict the reactants needed to synthesize the given product. Given the product [C:20]([CH2:21][NH:17][C:15]([N:14]1[CH2:13][CH2:12][O:11]/[C:10]/1=[N:9]\[CH:7]([C:1]1[CH:6]=[CH:5][CH:4]=[CH:3][CH:2]=1)[CH3:8])=[S:16])#[N:19], predict the reactants needed to synthesize it. The reactants are: [C:1]1([C@@H:7]([NH:9][C:10]2[O:11][CH2:12][CH2:13][N:14]=2)[CH3:8])[CH:6]=[CH:5][CH:4]=[CH:3][CH:2]=1.[C:15](N1C=CN=C1)([N:17]1[CH:21]=[CH:20][N:19]=C1)=[S:16].NCC#N.O.